Predict the reactants needed to synthesize the given product. From a dataset of Full USPTO retrosynthesis dataset with 1.9M reactions from patents (1976-2016). (1) Given the product [CH2:34]([O:1][C:2]1[CH:9]=[C:8]([O:10][CH3:11])[CH:7]=[CH:6][C:3]=1[CH2:4][OH:5])[CH2:33][CH2:32][CH2:31][CH2:30][CH2:29][CH2:28][CH2:27][CH2:26][CH2:25][CH2:24][CH2:23][CH2:22][CH2:21][CH2:20][CH2:19][CH2:18][CH2:17][CH2:16][CH2:15][CH2:14][CH3:13], predict the reactants needed to synthesize it. The reactants are: [OH:1][C:2]1[CH:9]=[C:8]([O:10][CH3:11])[CH:7]=[CH:6][C:3]=1[CH:4]=[O:5].Br[CH2:13][CH2:14][CH2:15][CH2:16][CH2:17][CH2:18][CH2:19][CH2:20][CH2:21][CH2:22][CH2:23][CH2:24][CH2:25][CH2:26][CH2:27][CH2:28][CH2:29][CH2:30][CH2:31][CH2:32][CH2:33][CH3:34].C(=O)([O-])[O-].[K+].[K+].Cl. (2) Given the product [OH:42][CH2:43][CH2:44][O:45][NH:46][C:47]([C:49]1[C:50]([NH:59][C:60]2[CH:65]=[CH:64][C:63]([Br:66])=[CH:62][C:61]=2[Cl:67])=[C:51]([Cl:58])[C:52]2[N:53]([C:55]([CH2:15][N:19]3[CH2:20][CH2:21][CH2:22][CH2:23][CH2:18]3)=[CH:56][N:57]=2)[CH:54]=1)=[O:48], predict the reactants needed to synthesize it. The reactants are: C(OC(N1CCN(C[C:15]2[N:19]3[CH:20]=[C:21](C(=O)NOCC4CC4)[C:22](NC4C=CC(Br)=CC=4Cl)=[C:23](Cl)[C:18]3=NC=2)CC1)=O)(C)(C)C.[OH:42][CH2:43][CH2:44][O:45][NH:46][C:47]([C:49]1[C:50]([NH:59][C:60]2[CH:65]=[CH:64][C:63]([Br:66])=[CH:62][C:61]=2[Cl:67])=[C:51]([Cl:58])[C:52]2[N:53]([CH:55]=[CH:56][N:57]=2)[CH:54]=1)=[O:48].C(OC(N1CCNCC1)=O)(C)(C)C. (3) Given the product [OH:10][C:9]1[CH:8]=[C:7]([CH3:11])[O:6][C:5](=[O:12])[C:4]=1[C:1](=[O:3])[CH:2]=[CH:17][C:16]1[CH:19]=[CH:20][C:21]([O:22][C:23]([F:24])([F:25])[F:26])=[C:14]([Cl:13])[CH:15]=1, predict the reactants needed to synthesize it. The reactants are: [C:1]([C:4]1[C:5](=[O:12])[O:6][C:7]([CH3:11])=[CH:8][C:9]=1[OH:10])(=[O:3])[CH3:2].[Cl:13][C:14]1[CH:15]=[C:16]([CH:19]=[CH:20][C:21]=1[O:22][C:23]([F:26])([F:25])[F:24])[CH:17]=O.N1CCCCC1. (4) Given the product [Cl:1][C:2]1[CH:3]=[C:4]([C:9]2([CH2:23][OH:24])[O:15][CH2:14][CH2:13][N:12]([C:16]([O:18][C:19]([CH3:20])([CH3:21])[CH3:22])=[O:17])[CH2:11][CH2:10]2)[CH:5]=[CH:6][C:7]=1[Cl:8], predict the reactants needed to synthesize it. The reactants are: [Cl:1][C:2]1[CH:3]=[C:4]([C:9]2([CH2:23][O:24]C3C=CC(OC)=CC=3)[O:15][CH2:14][CH2:13][N:12]([C:16]([O:18][C:19]([CH3:22])([CH3:21])[CH3:20])=[O:17])[CH2:11][CH2:10]2)[CH:5]=[CH:6][C:7]=1[Cl:8]. (5) The reactants are: [Li+].[OH-].[S:3]1[C:7]2[CH:8]=[CH:9][CH:10]=[CH:11][C:6]=2[N:5]=[C:4]1[NH:12][C:13]([N:15]1[C:24]2[C:19](=[CH:20][CH:21]=[C:22]([C:25]3[N:30]=[C:29]([C:31]([O:33]C)=[O:32])[C:28]([O:35][CH2:36][CH2:37][CH2:38][O:39][C:40]4[CH:45]=[CH:44][CH:43]=[CH:42][CH:41]=4)=[CH:27][CH:26]=3)[CH:23]=2)[N:18]([CH3:46])[CH2:17][CH2:16]1)=[O:14].Cl. Given the product [S:3]1[C:7]2[CH:8]=[CH:9][CH:10]=[CH:11][C:6]=2[N:5]=[C:4]1[NH:12][C:13]([N:15]1[C:24]2[C:19](=[CH:20][CH:21]=[C:22]([C:25]3[N:30]=[C:29]([C:31]([OH:33])=[O:32])[C:28]([O:35][CH2:36][CH2:37][CH2:38][O:39][C:40]4[CH:41]=[CH:42][CH:43]=[CH:44][CH:45]=4)=[CH:27][CH:26]=3)[CH:23]=2)[N:18]([CH3:46])[CH2:17][CH2:16]1)=[O:14], predict the reactants needed to synthesize it. (6) Given the product [CH3:47][O:48][C:49](=[O:63])[C@H:50]([N:53]([C:11](=[O:13])[C@@H:9]([NH:8][C:1]([O:3][C:4]([CH3:5])([CH3:6])[CH3:7])=[O:2])[CH3:10])[CH2:54][C:55]1[CH:60]=[CH:59][C:58]([O:61][CH3:62])=[CH:57][CH:56]=1)[CH2:51][CH3:52], predict the reactants needed to synthesize it. The reactants are: [C:1]([NH:8][C@H:9]([C:11]([OH:13])=O)[CH3:10])([O:3][C:4]([CH3:7])([CH3:6])[CH3:5])=[O:2].CN(C(ON1N=NC2C=CC=NC1=2)=[N+](C)C)C.F[P-](F)(F)(F)(F)F.CCN(C(C)C)C(C)C.[CH3:47][O:48][C:49](=[O:63])[C@H:50]([NH:53][CH2:54][C:55]1[CH:60]=[CH:59][C:58]([O:61][CH3:62])=[CH:57][CH:56]=1)[CH2:51][CH3:52]. (7) Given the product [Br:15][C:16]1[C:17]([CH3:23])=[C:18]([NH:19][CH2:2][C:3]2[CH:12]=[CH:11][C:10]([O:13][CH3:14])=[CH:9][C:4]=2[C:5]([O:7][CH3:8])=[O:6])[CH:20]=[CH:21][CH:22]=1, predict the reactants needed to synthesize it. The reactants are: Br[CH2:2][C:3]1[CH:12]=[CH:11][C:10]([O:13][CH3:14])=[CH:9][C:4]=1[C:5]([O:7][CH3:8])=[O:6].[Br:15][C:16]1[C:17]([CH3:23])=[C:18]([CH:20]=[CH:21][CH:22]=1)[NH2:19].